From a dataset of Reaction yield outcomes from USPTO patents with 853,638 reactions. Predict the reaction yield, written as a fraction of the theoretical maximum amount of product (1.0 means a 100% yield; for example, 0.34 means a 34% yield). (1) The product is [Cl:4][C:5]1[CH:10]=[CH:9][C:8]([N:11]2[CH2:12][CH2:13][N:14]([C:29]([NH:28][CH3:27])=[O:30])[CH2:15][CH2:16]2)=[N:7][C:6]=1[C:17]1[N:21]([CH3:22])[C:20]2[CH:23]=[CH:24][CH:25]=[CH:26][C:19]=2[N:18]=1. The catalyst is C(Cl)Cl. The yield is 0.620. The reactants are C(O)=O.[Cl:4][C:5]1[C:6]([C:17]2[N:21]([CH3:22])[C:20]3[CH:23]=[CH:24][CH:25]=[CH:26][C:19]=3[N:18]=2)=[N:7][C:8]([N:11]2[CH2:16][CH2:15][NH:14][CH2:13][CH2:12]2)=[CH:9][CH:10]=1.[CH3:27][N:28]=[C:29]=[O:30]. (2) The reactants are [Cl:1][C:2]1[CH:7]=[C:6]([Cl:8])[N:5]=[C:4]([NH:9][C:10](=O)C(F)(F)F)[N:3]=1.C(=O)([O-])[O-].[K+].[K+].IC. The catalyst is CC(C)=O.O. The product is [Cl:1][C:2]1[CH:7]=[C:6]([Cl:8])[N:5]=[C:4]([NH:9][CH3:10])[N:3]=1. The yield is 0.850. (3) No catalyst specified. The reactants are [C:1]([C:3]1[CH:4]=[C:5]2[C:10](=[CH:11][CH:12]=1)[CH:9]=[C:8]([CH:13]1[CH2:18][CH2:17][N:16]([C:19]([N:21]3[CH2:26][CH2:25][N:24](C(OC(C)(C)C)=O)[CH2:23][CH2:22]3)=[O:20])[CH2:15][CH2:14]1)[CH:7]=[CH:6]2)#[N:2].[Cl:34]CCl. The yield is 0.970. The product is [ClH:34].[N:21]1([C:19]([N:16]2[CH2:17][CH2:18][CH:13]([C:8]3[CH:9]=[C:10]4[C:5](=[CH:6][CH:7]=3)[CH:4]=[C:3]([C:1]#[N:2])[CH:12]=[CH:11]4)[CH2:14][CH2:15]2)=[O:20])[CH2:26][CH2:25][NH:24][CH2:23][CH2:22]1. (4) The reactants are [C:1]([O:5][C:6]([N:8]1[CH2:12][CH2:11][C:10]([C:14]2[CH:19]=[C:18]([F:20])[CH:17]=[C:16]([Cl:21])[CH:15]=2)([OH:13])[CH2:9]1)=[O:7])([CH3:4])([CH3:3])[CH3:2].[H-].[Na+].I[CH3:25]. The catalyst is O1CCCC1. The product is [Cl:21][C:16]1[CH:15]=[C:14]([C:10]2([O:13][CH3:25])[CH2:11][CH2:12][N:8]([C:6]([O:5][C:1]([CH3:4])([CH3:2])[CH3:3])=[O:7])[CH2:9]2)[CH:19]=[C:18]([F:20])[CH:17]=1. The yield is 0.710. (5) The reactants are I[C:2]1[S:3][CH:4]=[CH:5][CH:6]=1.[CH2:7]([OH:10])[C:8]#[CH:9]. The catalyst is C(NC(C)C)(C)C.[Cu]I. The product is [S:3]1[CH:4]=[CH:5][CH:6]=[C:2]1[C:9]#[C:8][CH2:7][OH:10]. The yield is 0.730. (6) The reactants are [CH3:1][C:2]1[N:29]=[C:5]2[NH:6][C:7](=[O:28])[C:8]([CH2:13][C:14]3[CH:19]=[CH:18][C:17]([C:20]4[C:21]([C:26]#[N:27])=[CH:22][CH:23]=[CH:24][CH:25]=4)=[CH:16][CH:15]=3)=[C:9]([CH2:10][CH2:11][CH3:12])[N:4]2[N:3]=1.I[CH:31]([CH3:33])[CH3:32].C(=O)([O-])[O-].[K+].[K+].CN(C)C(=O)C. The catalyst is C(OCC)(=O)C. The product is [CH3:1][C:2]1[N:29]=[C:5]2[N:6]([CH:31]([CH3:33])[CH3:32])[C:7](=[O:28])[C:8]([CH2:13][C:14]3[CH:19]=[CH:18][C:17]([C:20]4[C:21]([C:26]#[N:27])=[CH:22][CH:23]=[CH:24][CH:25]=4)=[CH:16][CH:15]=3)=[C:9]([CH2:10][CH2:11][CH3:12])[N:4]2[N:3]=1. The yield is 0.280.